Dataset: Catalyst prediction with 721,799 reactions and 888 catalyst types from USPTO. Task: Predict which catalyst facilitates the given reaction. (1) Reactant: CN(C)C=O.[F:6][C:7]([F:36])([F:35])[C:8]([C:26]1[CH:31]=[C:30]([Cl:32])[C:29]([Cl:33])=[C:28]([Cl:34])[CH:27]=1)=[CH:9][C:10]([C:12]1[CH:13]=[C:14]2[C:18](=[CH:19][CH:20]=1)[CH:17]([NH:21][C:22](=[O:25])[CH2:23][CH3:24])[CH2:16][CH2:15]2)=[O:11].[N+:37]([CH3:40])([O-:39])=[O:38].C1(C2CCCCCCCCCC=2)CCCCCCCCNN=1. Product: [F:36][C:7]([F:35])([F:6])[C:8]([CH2:40][N+:37]([O-:39])=[O:38])([C:26]1[CH:27]=[C:28]([Cl:34])[C:29]([Cl:33])=[C:30]([Cl:32])[CH:31]=1)[CH2:9][C:10]([C:12]1[CH:13]=[C:14]2[C:18](=[CH:19][CH:20]=1)[CH:17]([NH:21][C:22](=[O:25])[CH2:23][CH3:24])[CH2:16][CH2:15]2)=[O:11]. The catalyst class is: 310. (2) Reactant: [Cl:1][C:2]1[CH:18]=[C:17]([NH:19][C:20]2[C:21]3[N:28]([CH2:29][CH2:30][OH:31])[CH:27]=[CH:26][C:22]=3[N:23]=[CH:24][N:25]=2)[CH:16]=[CH:15][C:3]=1[O:4][C:5]1[CH:13]=[CH:12][CH:11]=[C:10]2[C:6]=1[CH2:7][C:8](=[O:14])[NH:9]2.[CH3:32][S:33]([OH:36])(=[O:35])=[O:34].C(OC(C)C)(C)C. Product: [CH3:32][S:33]([OH:36])(=[O:35])=[O:34].[Cl:1][C:2]1[CH:18]=[C:17]([NH:19][C:20]2[C:21]3[N:28]([CH2:29][CH2:30][OH:31])[CH:27]=[CH:26][C:22]=3[N:23]=[CH:24][N:25]=2)[CH:16]=[CH:15][C:3]=1[O:4][C:5]1[CH:13]=[CH:12][CH:11]=[C:10]2[C:6]=1[CH2:7][C:8](=[O:14])[NH:9]2. The catalyst class is: 32. (3) Reactant: [C:1]([C:4]1[CH:5]=[N:6][N:7](C(OC(C)(C)C)=O)[C:8]=1[C:9]1[CH:14]=[CH:13][C:12]([F:15])=[CH:11][CH:10]=1)(=[S:3])[NH2:2].Cl[CH2:24][C:25](=O)[CH2:26][C:27]([O:29][CH2:30][CH3:31])=[O:28]. Product: [F:15][C:12]1[CH:11]=[CH:10][C:9]([C:8]2[NH:7][N:6]=[CH:5][C:4]=2[C:1]2[S:3][CH:24]=[C:25]([CH2:26][C:27]([O:29][CH2:30][CH3:31])=[O:28])[N:2]=2)=[CH:14][CH:13]=1. The catalyst class is: 14.